From a dataset of Forward reaction prediction with 1.9M reactions from USPTO patents (1976-2016). Predict the product of the given reaction. Given the reactants C1C=CC(P(C2C(C3C(P(C4C=CC=CC=4)C4C=CC=CC=4)=CC=C4C=3C=CC=C4)=C3C(C=CC=C3)=CC=2)C2C=CC=CC=2)=CC=1.Cl[C:48]1[CH:53]=[C:52]([C:54]2[CH:59]=[CH:58][N:57]=[C:56]([NH:60][CH:61]([CH3:65])[CH2:62][O:63][CH3:64])[CH:55]=2)[CH:51]=[CH:50][N:49]=1.[Cl:66][C:67]1[CH:68]=[C:69]([CH:71]=[CH:72][CH:73]=1)[NH2:70].C(=O)([O-])[O-].[K+].[K+], predict the reaction product. The product is: [Cl:66][C:67]1[CH:68]=[C:69]([NH:70][C:48]2[CH:53]=[C:52]([C:54]3[CH:59]=[CH:58][N:57]=[C:56]([NH:60][CH:61]([CH3:65])[CH2:62][O:63][CH3:64])[CH:55]=3)[CH:51]=[CH:50][N:49]=2)[CH:71]=[CH:72][CH:73]=1.